This data is from Full USPTO retrosynthesis dataset with 1.9M reactions from patents (1976-2016). The task is: Predict the reactants needed to synthesize the given product. Given the product [ClH:30].[CH:10]([N:9]([C:13]([C:15]1[S:16][C:17]2[CH2:18][CH2:19][O:20][C:21]3[CH:28]=[C:27]([Br:29])[CH:26]=[CH:25][C:22]=3[C:23]=2[N:24]=1)=[O:14])[NH2:8])([CH3:12])[CH3:11], predict the reactants needed to synthesize it. The reactants are: C(OC([NH:8][N:9]([C:13]([C:15]1[S:16][C:17]2[CH2:18][CH2:19][O:20][C:21]3[CH:28]=[C:27]([Br:29])[CH:26]=[CH:25][C:22]=3[C:23]=2[N:24]=1)=[O:14])[CH:10]([CH3:12])[CH3:11])=O)(C)(C)C.[ClH:30].O1CCOCC1.